Dataset: Forward reaction prediction with 1.9M reactions from USPTO patents (1976-2016). Task: Predict the product of the given reaction. (1) Given the reactants C(OC(=O)[NH:7][CH2:8][CH2:9][CH2:10][N:11]1[CH2:16][CH2:15][C:14]2[C:17]([C:38](=[O:40])[NH2:39])=[C:18]([NH:20][C:21](=[O:37])[NH:22][C:23]3[CH:28]=[CH:27][C:26](C(=O)C4C=CC=CC=4)=[CH:25][CH:24]=3)[S:19][C:13]=2[CH2:12]1)(C)(C)C.C(O)(C(F)(F)F)=O.C(Cl)[Cl:50], predict the reaction product. The product is: [NH2:7][CH2:8][CH2:9][CH2:10][N:11]1[CH2:16][CH2:15][C:14]2[C:17]([C:38]([NH2:39])=[O:40])=[C:18]([NH:20][C:21](=[O:37])[NH:22][C:23]3[CH:28]=[CH:27][C:26]([Cl:50])=[CH:25][CH:24]=3)[S:19][C:13]=2[CH2:12]1. (2) The product is: [Br:24][C:20]1[N:19]=[C:18]([CH2:17][N:8]2[C:9]3[C:14](=[CH:13][CH:12]=[CH:11][CH:10]=3)[C:15](=[O:16])[C:6]([C:4](=[O:5])[C:30]3[CH:31]=[CH:32][C:27]([F:26])=[C:28]([CH3:35])[CH:29]=3)=[CH:7]2)[CH:23]=[CH:22][CH:21]=1. Given the reactants CON(C)[C:4]([C:6]1[C:15](=[O:16])[C:14]2[C:9](=[CH:10][CH:11]=[CH:12][CH:13]=2)[N:8]([CH2:17][C:18]2[CH:23]=[CH:22][CH:21]=[C:20]([Br:24])[N:19]=2)[CH:7]=1)=[O:5].[F:26][C:27]1[CH:32]=[CH:31][C:30]([Mg]Br)=[CH:29][C:28]=1[CH3:35], predict the reaction product. (3) The product is: [C:22]([O:21][C:18](=[O:20])[CH2:19][C:3]([C:4]1[CH:9]=[CH:8][CH:7]=[C:6]([C:10]2[N:11]=[C:12]([CH3:16])[S:13][C:14]=2[CH3:15])[CH:5]=1)=[O:17])([CH3:25])([CH3:24])[CH3:23]. Given the reactants CO[C:3](=[O:17])[C:4]1[CH:9]=[CH:8][CH:7]=[C:6]([C:10]2[N:11]=[C:12]([CH3:16])[S:13][C:14]=2[CH3:15])[CH:5]=1.[C:18]([O:21][C:22]([CH3:25])([CH3:24])[CH3:23])(=[O:20])[CH3:19].[Li], predict the reaction product.